This data is from Catalyst prediction with 721,799 reactions and 888 catalyst types from USPTO. The task is: Predict which catalyst facilitates the given reaction. The catalyst class is: 41. Product: [C:1]([C:3]1[CH:9]=[CH:8][C:6]([NH:7][CH2:13][C@@H:12]([OH:11])[CH2:14][N:15]2[C:16](=[O:25])[C:17]3[C:22](=[CH:21][CH:20]=[CH:19][CH:18]=3)[C:23]2=[O:24])=[CH:5][C:4]=1[Cl:10])#[N:2]. Reactant: [C:1]([C:3]1[CH:9]=[CH:8][C:6]([NH2:7])=[CH:5][C:4]=1[Cl:10])#[N:2].[O:11]1[CH2:13][C@@H:12]1[CH2:14][N:15]1[C:23](=[O:24])[C:22]2[C:17](=[CH:18][CH:19]=[CH:20][CH:21]=2)[C:16]1=[O:25].